Dataset: NCI-60 drug combinations with 297,098 pairs across 59 cell lines. Task: Regression. Given two drug SMILES strings and cell line genomic features, predict the synergy score measuring deviation from expected non-interaction effect. Drug 1: CC12CCC3C(C1CCC2=O)CC(=C)C4=CC(=O)C=CC34C. Drug 2: CC1C(C(CC(O1)OC2CC(CC3=C2C(=C4C(=C3O)C(=O)C5=C(C4=O)C(=CC=C5)OC)O)(C(=O)C)O)N)O.Cl. Cell line: IGROV1. Synergy scores: CSS=64.9, Synergy_ZIP=9.42, Synergy_Bliss=10.4, Synergy_Loewe=1.28, Synergy_HSA=11.2.